This data is from Catalyst prediction with 721,799 reactions and 888 catalyst types from USPTO. The task is: Predict which catalyst facilitates the given reaction. (1) Reactant: [CH3:1][C:2]([O:4][C:5]([CH3:7])=[O:6])=O.OC/[CH:10]=[C:11](/[CH2:13][CH2:14]/[CH:15]=[C:16](\[CH2:18][CH2:19][CH:20]=[C:21]([CH3:23])[CH3:22])/[CH3:17])\C.CCN(CC)CC. Product: [C:5]([O:4][CH2:2]/[CH:1]=[C:11](/[CH2:13][CH2:14]/[CH:15]=[C:16](\[CH2:18][CH2:19][CH:20]=[C:21]([CH3:22])[CH3:23])/[CH3:17])\[CH3:10])(=[O:6])[CH3:7]. The catalyst class is: 79. (2) Reactant: [C:1]([O:5][C:6]([C:8]1[C:16]2[CH2:15][CH2:14][O:13][CH:12]([CH2:17][N:18]3C(=O)C4C(=CC=CC=4)C3=O)[C:11]=2[S:10][C:9]=1[NH2:29])=[O:7])([CH3:4])([CH3:3])[CH3:2].O.NN. Product: [C:1]([O:5][C:6]([C:8]1[C:16]2[CH2:15][CH2:14][O:13][CH:12]([CH2:17][NH2:18])[C:11]=2[S:10][C:9]=1[NH2:29])=[O:7])([CH3:4])([CH3:2])[CH3:3]. The catalyst class is: 8. (3) Reactant: Cl.Cl.[NH2:3][C:4]1[CH:9]=[CH:8][C:7]([C:10]2[CH:15]=[CH:14][C:13]([NH:16][C:17]([C@@H:19]3[CH:24]4[CH2:25][CH2:26][N:21]([CH2:22][CH2:23]4)[CH2:20]3)=[O:18])=[CH:12][CH:11]=2)=[CH:6][CH:5]=1.[C:27]1([CH2:33][S:34](Cl)(=[O:36])=[O:35])[CH:32]=[CH:31][CH:30]=[CH:29][CH:28]=1. Product: [CH2:33]([S:34]([NH:3][C:4]1[CH:9]=[CH:8][C:7]([C:10]2[CH:11]=[CH:12][C:13]([NH:16][C:17]([C@@H:19]3[CH:24]4[CH2:23][CH2:22][N:21]([CH2:26][CH2:25]4)[CH2:20]3)=[O:18])=[CH:14][CH:15]=2)=[CH:6][CH:5]=1)(=[O:36])=[O:35])[C:27]1[CH:32]=[CH:31][CH:30]=[CH:29][CH:28]=1. The catalyst class is: 17.